From a dataset of Full USPTO retrosynthesis dataset with 1.9M reactions from patents (1976-2016). Predict the reactants needed to synthesize the given product. (1) The reactants are: [Br:1]N1C(=O)CCC1=O.[F:9][CH:10]([F:17])[C:11]1[CH:15]=[CH:14][N:13]([CH3:16])[N:12]=1.O.[OH-].[Na+]. Given the product [Br:1][C:15]1[C:11]([CH:10]([F:17])[F:9])=[N:12][N:13]([CH3:16])[CH:14]=1, predict the reactants needed to synthesize it. (2) The reactants are: [OH2:1].Cl.[C:3](NO)([C:16]1[CH:21]=[CH:20][CH:19]=[CH:18][CH:17]=1)([C:10]1[CH:15]=[CH:14][CH:13]=[CH:12][CH:11]=1)[C:4]1[CH:9]=[CH:8][CH:7]=[CH:6][CH:5]=1.[OH-].[Na+]. Given the product [C:3]([O:1][C:3]([C:4]1[CH:9]=[CH:8][CH:7]=[CH:6][CH:5]=1)([C:16]1[CH:17]=[CH:18][CH:19]=[CH:20][CH:21]=1)[C:10]1[CH:11]=[CH:12][CH:13]=[CH:14][CH:15]=1)([C:16]1[CH:21]=[CH:20][CH:19]=[CH:18][CH:17]=1)([C:10]1[CH:15]=[CH:14][CH:13]=[CH:12][CH:11]=1)[C:4]1[CH:9]=[CH:8][CH:7]=[CH:6][CH:5]=1, predict the reactants needed to synthesize it. (3) The reactants are: [Cl:1][C:2]1[CH:3]=[C:4]([C:9]2[CH:14]=[C:13]([N:15]3[CH2:20][CH2:19][N:18]([C:21]4[C:26]([CH3:27])=[CH:25][C:24]([N+:28]([O-])=O)=[CH:23][N:22]=4)[CH2:17][CH2:16]3)[N:12]=[C:11]([N:31]3[CH2:35][CH2:34][CH2:33][CH:32]3[CH3:36])[N:10]=2)[CH:5]=[CH:6][C:7]=1[F:8]. Given the product [Cl:1][C:2]1[CH:3]=[C:4]([C:9]2[N:10]=[C:11]([N:31]3[CH2:35][CH2:34][CH2:33][CH:32]3[CH3:36])[N:12]=[C:13]([N:15]3[CH2:16][CH2:17][N:18]([C:21]4[N:22]=[CH:23][C:24]([NH2:28])=[CH:25][C:26]=4[CH3:27])[CH2:19][CH2:20]3)[CH:14]=2)[CH:5]=[CH:6][C:7]=1[F:8], predict the reactants needed to synthesize it. (4) Given the product [Cl:18][CH2:19][C:23]1[O:22][CH:21]=[C:20]([C:10]([OH:12])([CH3:8])[CH3:14])[N:17]=1, predict the reactants needed to synthesize it. The reactants are: N#N.ClCC1OC=[C:8]([C:10]([O:12]C)=O)N=1.[CH3:14][Mg]Cl.[NH4+:17].[Cl-:18].[CH2:19]1[CH2:23][O:22][CH2:21][CH2:20]1. (5) Given the product [NH2:26][C:12]1[N:11]=[C:10]([C:7]2[CH:6]=[CH:5][C:4]([C:3]([OH:27])=[O:2])=[CH:9][CH:8]=2)[C:15]([C:16]#[C:17][C:18]2[CH:19]=[N:20][C:21]([NH2:24])=[CH:22][CH:23]=2)=[C:14]([CH3:25])[N:13]=1, predict the reactants needed to synthesize it. The reactants are: C[O:2][C:3](=[O:27])[C:4]1[CH:9]=[CH:8][C:7]([C:10]2[C:15]([C:16]#[C:17][C:18]3[CH:19]=[N:20][C:21]([NH2:24])=[CH:22][CH:23]=3)=[C:14]([CH3:25])[N:13]=[C:12]([NH2:26])[N:11]=2)=[CH:6][CH:5]=1.